Dataset: Forward reaction prediction with 1.9M reactions from USPTO patents (1976-2016). Task: Predict the product of the given reaction. (1) Given the reactants [C:1](=[O:17])([O:7][C:8]1[CH:13]=[CH:12][C:11]([N+]([O-])=O)=CC=1)OCCCC.[NH2:18][C:19](=[NH:49])[C:20]1[CH:48]=[CH:47][C:23]([O:24][CH2:25][CH2:26][CH2:27][CH:28]2[CH2:33][CH2:32][N:31]([CH2:34][CH2:35][CH2:36][O:37][C:38]3[CH:46]=[CH:45][C:41]([C:42]([NH2:44])=[NH:43])=[CH:40][CH:39]=3)[CH2:30][CH2:29]2)=[CH:22][CH:21]=1.C(Cl)(Cl)Cl.[OH2:54], predict the reaction product. The product is: [NH2:49][C:19](=[N:18][C:1]([O:7][CH2:8][CH2:13][CH2:12][CH3:11])=[O:17])[C:20]1[CH:48]=[CH:47][C:23]([O:24][CH2:25][CH2:26][CH2:27][CH:28]2[CH2:33][CH2:32][N:31]([CH2:34][CH2:35][CH2:36][O:37][C:38]3[CH:39]=[CH:40][C:41]([C:42]([NH2:44])=[N:43][C:1]([O:7][CH2:8][CH2:13][CH2:12][CH3:11])=[O:54])=[CH:45][CH:46]=3)[CH2:30][CH2:29]2)=[CH:22][CH:21]=1. (2) The product is: [C:36]([O:39][C@@H:60]1[CH2:43][N:44]([C:29]([O:31][C:32]([CH3:33])([CH3:34])[CH3:35])=[O:30])[C@H:58]([CH2:62][OH:61])[CH2:59]1)(=[O:38])[CH3:37]. Given the reactants C(O[C@@H]1CN(CO[SiH3])[C@](C2C=CC=CC=2)(C(C)(C)C)C1([C:29]([O:31][C:32]([CH3:35])([CH3:34])[CH3:33])=[O:30])C1C=CC=CC=1)(=O)C.[C:36]([OH:39])(=[O:38])[CH3:37].CCC[CH2:43][N+:44](CCCC)(CCCC)CCCC.[F-].[CH2:58]1[CH2:62][O:61][CH2:60][CH2:59]1, predict the reaction product. (3) The product is: [CH3:1][O:2][C:3]1[CH:8]=[CH:7][C:6]([C@@H:9]2[CH2:13][N:12]([S:35]([C:33]3[N:32]=[CH:31][N:30]([CH3:29])[CH:34]=3)(=[O:37])=[O:36])[CH2:11][C@H:10]2[NH:14][C:15](=[O:21])[O:16][C:17]([CH3:18])([CH3:20])[CH3:19])=[CH:5][CH:4]=1. Given the reactants [CH3:1][O:2][C:3]1[CH:8]=[CH:7][C:6]([C@@H:9]2[CH2:13][NH:12][CH2:11][C@H:10]2[NH:14][C:15](=[O:21])[O:16][C:17]([CH3:20])([CH3:19])[CH3:18])=[CH:5][CH:4]=1.C(N(CC)CC)C.[CH3:29][N:30]1[CH:34]=[C:33]([S:35](Cl)(=[O:37])=[O:36])[N:32]=[CH:31]1, predict the reaction product.